From a dataset of Full USPTO retrosynthesis dataset with 1.9M reactions from patents (1976-2016). Predict the reactants needed to synthesize the given product. (1) Given the product [NH2:23][C:22]([N:4]1[CH2:5][CH2:6][N:1]([C:7]([O:9][C:10]([CH3:13])([CH3:12])[CH3:11])=[O:8])[CH2:2][CH2:3]1)=[S:21], predict the reactants needed to synthesize it. The reactants are: [N:1]1([C:7]([O:9][C:10]([CH3:13])([CH3:12])[CH3:11])=[O:8])[CH2:6][CH2:5][NH:4][CH2:3][CH2:2]1.Cl.O1CCOCC1.[S-:21][C:22]#[N:23]. (2) Given the product [Cl:1][C:2]1[CH:11]=[CH:10][C:5]([C:6]([O:8][CH3:9])=[O:7])=[CH:4][C:3]=1[B:13]1[O:17][C:16]([CH3:19])([CH3:18])[C:15]([CH3:21])([CH3:20])[O:14]1, predict the reactants needed to synthesize it. The reactants are: [Cl:1][C:2]1[CH:11]=[CH:10][C:5]([C:6]([O:8][CH3:9])=[O:7])=[CH:4][C:3]=1I.[B:13]1([B:13]2[O:17][C:16]([CH3:19])([CH3:18])[C:15]([CH3:21])([CH3:20])[O:14]2)[O:17][C:16]([CH3:19])([CH3:18])[C:15]([CH3:21])([CH3:20])[O:14]1.C(Cl)Cl.C([O-])(=O)C.[K+]. (3) Given the product [S:2]([O-:6])([O-:5])(=[O:4])=[O:3].[Ti+4:1].[S:2]([O-:6])([O-:5])(=[O:4])=[O:3], predict the reactants needed to synthesize it. The reactants are: [Ti:1].[S:2](=[O:6])(=[O:5])([OH:4])[OH:3].